Predict the product of the given reaction. From a dataset of Forward reaction prediction with 1.9M reactions from USPTO patents (1976-2016). (1) Given the reactants [NH2:1][C:2]1[CH:10]=[C:9]([O:11][CH3:12])[CH:8]=[C:7]([O:13][CH3:14])[C:3]=1[C:4]([NH2:6])=[O:5].[Cl:15][C:16]1[CH:17]=[C:18]([CH:21]=[CH:22][C:23]=1[OH:24])[CH:19]=O.COC1C=C(OC)C=C2C=1C(=O)NC(C1C=CC=CN=1)=N2, predict the reaction product. The product is: [Cl:15][C:16]1[CH:17]=[C:18]([C:19]2[NH:6][C:4](=[O:5])[C:3]3[C:2](=[CH:10][C:9]([O:11][CH3:12])=[CH:8][C:7]=3[O:13][CH3:14])[N:1]=2)[CH:21]=[CH:22][C:23]=1[OH:24]. (2) Given the reactants F[C:2]1[CH:3]=[C:4]([C:9]2[CH:10]=[C:11]([CH2:19]O)[CH:12]=[N:13][C:14]=2[O:15][CH2:16][CH2:17]C)[CH:5]=[CH:6][C:7]=1[F:8].BrC1C(OCC)=NC=C(C[N:29]2[C:33]([CH3:34])=[N:32][N:31]=[N:30]2)C=1.FC1C=CC(B(O)O)=CC=1, predict the reaction product. The product is: [CH2:16]([O:15][C:14]1[C:9]([C:4]2[CH:5]=[CH:6][C:7]([F:8])=[CH:2][CH:3]=2)=[CH:10][C:11]([CH2:19][N:29]2[C:33]([CH3:34])=[N:32][N:31]=[N:30]2)=[CH:12][N:13]=1)[CH3:17]. (3) Given the reactants Br[C:2]1[N:3]=[CH:4][C:5]([NH:8][C:9](=[O:26])[CH:10]([NH:14][C:15](=[O:25])[CH2:16][C:17]2[CH:22]=[C:21]([F:23])[CH:20]=[C:19]([F:24])[CH:18]=2)[CH2:11][CH2:12][CH3:13])=[N:6][CH:7]=1.[NH2:27][CH2:28][CH2:29][OH:30], predict the reaction product. The product is: [OH:30][CH2:29][CH2:28][NH:27][C:2]1[N:3]=[CH:4][C:5]([NH:8][C:9](=[O:26])[CH:10]([NH:14][C:15](=[O:25])[CH2:16][C:17]2[CH:22]=[C:21]([F:23])[CH:20]=[C:19]([F:24])[CH:18]=2)[CH2:11][CH2:12][CH3:13])=[N:6][CH:7]=1. (4) Given the reactants ClC1C=C(C(Cl)=O)C=CC=1Cl.[CH3:12][O:13][C:14]1[CH:15]=[C:16]2[C:21](=[CH:22][C:23]=1[O:24][CH3:25])[N:20]=[CH:19][CH:18]=[C:17]2[O:26][C:27]1[CH:33]=[CH:32][C:30]([NH2:31])=[CH:29][CH:28]=1.[Cl:34][C:35]1[CH:36]=[C:37]([C:42]([N:44]=[C:45]=[S:46])=[O:43])[CH:38]=[CH:39][C:40]=1[Cl:41], predict the reaction product. The product is: [Cl:34][C:35]1[CH:36]=[C:37]([C:42]([N:44]=[C:45]=[S:46])=[O:43])[CH:38]=[CH:39][C:40]=1[Cl:41].[Cl:34][C:35]1[CH:36]=[C:37]([CH:38]=[CH:39][C:40]=1[Cl:41])[C:42]([NH:44][C:45]([NH:31][C:30]1[CH:32]=[CH:33][C:27]([O:26][C:17]2[C:16]3[C:21](=[CH:22][C:23]([O:24][CH3:25])=[C:14]([O:13][CH3:12])[CH:15]=3)[N:20]=[CH:19][CH:18]=2)=[CH:28][CH:29]=1)=[S:46])=[O:43]. (5) Given the reactants [CH3:1][N:2]([CH3:25])[C:3]1[C:4](=[O:24])[C:5]([CH2:11][CH2:12][CH2:13][CH2:14][CH2:15][CH2:16][CH2:17][CH2:18][CH2:19][CH2:20][CH2:21][CH2:22][CH3:23])=[C:6]([OH:10])[C:7](=[O:9])[CH:8]=1.[C:26](=O)([O-])[O-].[K+].[K+].S(OC)(OC)(=O)=O, predict the reaction product. The product is: [CH3:25][N:2]([CH3:1])[C:3]1[C:4](=[O:24])[C:5]([CH2:11][CH2:12][CH2:13][CH2:14][CH2:15][CH2:16][CH2:17][CH2:18][CH2:19][CH2:20][CH2:21][CH2:22][CH3:23])=[C:6]([O:10][CH3:26])[C:7](=[O:9])[CH:8]=1. (6) Given the reactants [CH3:1][N:2]1[CH2:7][CH2:6][CH:5]([O:8][C:9]2[CH:14]=[CH:13][C:12]([C:15]3[CH:20]=[CH:19][CH:18]=[C:17]([NH2:21])[CH:16]=3)=[CH:11][CH:10]=2)[CH2:4][CH2:3]1.C(N([CH2:27][CH3:28])CC)C, predict the reaction product. The product is: [CH3:1][N:2]1[CH2:3][CH2:4][CH:5]([O:8][C:9]2[CH:10]=[CH:11][C:12]([C:15]3[CH:20]=[CH:19][CH:18]=[C:17]([NH:21][C:9]([C:10]4[C:27]5[C:28](=[CH:3][CH:4]=[CH:5][CH:6]=5)[CH:13]=[CH:12][CH:11]=4)=[O:8])[CH:16]=3)=[CH:13][CH:14]=2)[CH2:6][CH2:7]1. (7) Given the reactants [CH2:1]([N:8]1[CH2:13][CH2:12]C[CH2:10][C:9]1=O)[C:2]1[CH:7]=[CH:6][CH:5]=[CH:4][CH:3]=1.[F:15][C:16]1[CH:17]=[C:18]([CH:20]=[CH:21][CH:22]=1)[NH2:19].[NH4+:23].[OH-].[C:25](O)(=O)[CH3:26], predict the reaction product. The product is: [CH2:1]([N:8]1[CH2:13][CH2:12][C:25]([NH:19][C:18]2[CH:20]=[CH:21][CH:22]=[C:16]([F:15])[CH:17]=2)([C:26]#[N:23])[CH2:10][CH2:9]1)[C:2]1[CH:7]=[CH:6][CH:5]=[CH:4][CH:3]=1. (8) Given the reactants [C:1]1(B(O)O)[CH:6]=[CH:5][CH:4]=[CH:3][CH:2]=1.Br[C:11]1[C:19]([CH3:20])=[C:18]([CH3:21])[CH:17]=[C:16]2[C:12]=1[CH:13]=[CH:14][CH2:15]2, predict the reaction product. The product is: [C:1]1([C:11]2[C:19]([CH3:20])=[C:18]([CH3:21])[CH:17]=[C:16]3[C:12]=2[CH:13]=[CH:14][CH2:15]3)[CH:6]=[CH:5][CH:4]=[CH:3][CH:2]=1. (9) Given the reactants Cl[C:2]1[N:7]=[C:6]([C:8]2[C:16]3[C:11](=[CH:12][CH:13]=[C:14]([F:17])[CH:15]=3)[N:10](C(OC(C)(C)C)=O)[CH:9]=2)[CH:5]=[CH:4][N:3]=1.[NH2:25][C:26]1[CH:31]=[CH:30][C:29]([N:32]2[CH2:37][CH2:36][N:35]([C:38]([NH:40][CH2:41][CH2:42][N:43]([CH3:45])[CH3:44])=[O:39])[CH2:34][CH2:33]2)=[CH:28][CH:27]=1, predict the reaction product. The product is: [CH3:44][N:43]([CH3:45])[CH2:42][CH2:41][NH:40][C:38]([N:35]1[CH2:36][CH2:37][N:32]([C:29]2[CH:28]=[CH:27][C:26]([NH:25][C:2]3[N:7]=[C:6]([C:8]4[C:16]5[C:11](=[CH:12][CH:13]=[C:14]([F:17])[CH:15]=5)[NH:10][CH:9]=4)[CH:5]=[CH:4][N:3]=3)=[CH:31][CH:30]=2)[CH2:33][CH2:34]1)=[O:39].